This data is from Full USPTO retrosynthesis dataset with 1.9M reactions from patents (1976-2016). The task is: Predict the reactants needed to synthesize the given product. Given the product [CH2:43]([N:45]([CH2:46][CH3:47])[CH2:27][CH2:26][C:22]1[CH:21]=[C:20]([NH:19][C:16]2[N:15]=[C:14]3[N:9]([C:5]4[CH:4]=[C:3]([CH:8]=[CH:7][CH:6]=4)[C:1]#[N:2])[C:10](=[O:42])[N:11]([C:34]4[CH:39]=[CH:38][C:37]([O:40][CH3:41])=[CH:36][CH:35]=4)[CH:12]([CH3:33])[C:13]3=[CH:18][N:17]=2)[CH:25]=[CH:24][CH:23]=1)[CH3:44], predict the reactants needed to synthesize it. The reactants are: [C:1]([C:3]1[CH:4]=[C:5]([N:9]2[C:14]3[N:15]=[C:16]([NH:19][C:20]4[CH:21]=[C:22]([CH2:26][CH2:27]OS(C)(=O)=O)[CH:23]=[CH:24][CH:25]=4)[N:17]=[CH:18][C:13]=3[CH:12]([CH3:33])[N:11]([C:34]3[CH:39]=[CH:38][C:37]([O:40][CH3:41])=[CH:36][CH:35]=3)[C:10]2=[O:42])[CH:6]=[CH:7][CH:8]=1)#[N:2].[CH2:43]([NH:45][CH2:46][CH3:47])[CH3:44].